This data is from Forward reaction prediction with 1.9M reactions from USPTO patents (1976-2016). The task is: Predict the product of the given reaction. Given the reactants [C:1]1([Mg]Br)[CH:6]=[CH:5][CH:4]=[CH:3][CH:2]=1.CCOCC.[N:14]1[C:21]([Cl:22])=[N:20][C:18](Cl)=[N:17][C:15]=1[Cl:16], predict the reaction product. The product is: [Cl:16][C:15]1[N:14]=[C:21]([Cl:22])[N:20]=[C:18]([C:1]2[CH:6]=[CH:5][CH:4]=[CH:3][CH:2]=2)[N:17]=1.